Dataset: Forward reaction prediction with 1.9M reactions from USPTO patents (1976-2016). Task: Predict the product of the given reaction. (1) Given the reactants [O:1]=[C:2]1[NH:11][C:10]2[C:5](=[CH:6][CH:7]=[CH:8][CH:9]=2)[NH:4][C@@H:3]1[CH2:12][C:13]([O:15][CH3:16])=[O:14].C([O-])([O-])=O.[Cs+].[Cs+].Br[CH2:24][C:25]1[CH:30]=[CH:29][CH:28]=[CH:27][CH:26]=1.C([O-])(O)=O.[Na+], predict the reaction product. The product is: [CH2:24]([N:4]1[C:5]2[C:10](=[CH:9][CH:8]=[CH:7][CH:6]=2)[NH:11][C:2](=[O:1])[C@H:3]1[CH2:12][C:13]([O:15][CH3:16])=[O:14])[C:25]1[CH:30]=[CH:29][CH:28]=[CH:27][CH:26]=1. (2) Given the reactants [CH3:1][O:2][C:3](=[O:19])[CH2:4][C:5]1[CH:10]=[C:9]([Cl:11])[CH:8]=[CH:7][C:6]=1[O:12][C:13]1[CH:18]=[CH:17][CH:16]=[CH:15][CH:14]=1.[CH:20](OC)=[O:21].CC(C)([O-])C.[K+], predict the reaction product. The product is: [CH3:1][O:2][C:3](=[O:19])[C:4]([C:5]1[CH:10]=[C:9]([Cl:11])[CH:8]=[CH:7][C:6]=1[O:12][C:13]1[CH:18]=[CH:17][CH:16]=[CH:15][CH:14]=1)=[CH:20][OH:21]. (3) Given the reactants I[C:2]1[C:6]([CH3:7])=[CH:5][N:4]([C:8]2[CH:13]=[CH:12][C:11]([C:14]([F:17])([F:16])[F:15])=[CH:10][CH:9]=2)[N:3]=1.[CH3:18][O:19][C:20]1[CH:25]=[N:24][N:23]([CH3:26])[C:22](=[O:27])[C:21]=1[Sn](C)(C)C, predict the reaction product. The product is: [CH3:18][O:19][C:20]1[CH:25]=[N:24][N:23]([CH3:26])[C:22](=[O:27])[C:21]=1[C:2]1[C:6]([CH3:7])=[CH:5][N:4]([C:8]2[CH:13]=[CH:12][C:11]([C:14]([F:17])([F:16])[F:15])=[CH:10][CH:9]=2)[N:3]=1. (4) Given the reactants [N+:1]([C:4]1[N:5]=[CH:6][C:7]([NH:10][CH2:11][CH2:12][OH:13])=[N:8][CH:9]=1)([O-:3])=[O:2].Cl[Si:15]([CH2:20][CH3:21])([CH2:18][CH3:19])[CH2:16][CH3:17].N1C=CN=C1, predict the reaction product. The product is: [N+:1]([C:4]1[N:5]=[CH:6][C:7]([NH:10][CH2:11][CH2:12][O:13][Si:15]([CH2:20][CH3:21])([CH2:18][CH3:19])[CH2:16][CH3:17])=[N:8][CH:9]=1)([O-:3])=[O:2]. (5) The product is: [CH3:25][O:24][CH2:23][N:19]1[C:18]2[CH:26]=[CH:27][C:15]([CH:2]([C:4]3[N:5]=[C:6]([C:9]4[CH:14]=[CH:13][CH:12]=[CH:11][N:10]=4)[S:7][CH:8]=3)[CH3:3])=[CH:16][C:17]=2[S:21][C:20]1=[O:22]. Given the reactants O[C:2]([C:15]1[CH:27]=[CH:26][C:18]2[N:19]([CH2:23][O:24][CH3:25])[C:20](=[O:22])[S:21][C:17]=2[CH:16]=1)([C:4]1[N:5]=[C:6]([C:9]2[CH:14]=[CH:13][CH:12]=[CH:11][N:10]=2)[S:7][CH:8]=1)[CH3:3].C([SiH](CC)CC)C.FC(F)(F)C(O)=O, predict the reaction product. (6) Given the reactants [F:1][C:2]1([F:16])[CH2:10][C@@H:9]2[C@@H:5]([C@@H:6]([CH3:12])[O:7][C:8]2=[O:11])[C@@H:4]([CH2:13][OH:14])[C@@H:3]1[CH3:15].CC(OI1(OC(C)=O)(OC(C)=O)OC(=O)C2C=CC=CC1=2)=O.C([O-])(O)=O.[Na+].O=C1O[C@H]([C@H](CO)O)C(O)=C1O, predict the reaction product. The product is: [F:16][C:2]1([F:1])[CH2:10][C@@H:9]2[C@@H:5]([C@@H:6]([CH3:12])[O:7][C:8]2=[O:11])[C@@H:4]([CH:13]=[O:14])[C@@H:3]1[CH3:15]. (7) The product is: [Cl:10][C:9]1[CH:8]=[CH:7][CH:6]=[C:5]2[C:4]=1[C:3](=[O:13])[N:22]([C@H:23]1[C:32]3[C:27](=[C:28]([F:37])[CH:29]=[C:30]([C:33]([O:35][CH3:36])=[O:34])[CH:31]=3)[O:26][CH2:25][CH2:24]1)[CH2:11]2. Given the reactants CO[C:3](=[O:13])[C:4]1[C:9]([Cl:10])=[CH:8][CH:7]=[CH:6][C:5]=1[CH2:11]Br.C(N(CC)CC)C.Cl.[NH2:22][C@H:23]1[C:32]2[C:27](=[C:28]([F:37])[CH:29]=[C:30]([C:33]([O:35][CH3:36])=[O:34])[CH:31]=2)[O:26][CH2:25][CH2:24]1, predict the reaction product. (8) Given the reactants Cl.[CH:2]1([CH2:8][C:9]2[CH:16]=[CH:15][C:12]([CH2:13][NH2:14])=[CH:11][CH:10]=2)[CH2:7][CH2:6][CH2:5][CH2:4][CH2:3]1.[Cl:17][C:18]1[CH:34]=[CH:33][C:21]2[CH2:22][CH2:23][N:24]([C:27](=[O:32])[C:28]([F:31])([F:30])[F:29])[CH2:25][CH2:26][C:20]=2[C:19]=1OS(C(F)(F)F)(=O)=O.C1C=CC(P(C2C(C3C(P(C4C=CC=CC=4)C4C=CC=CC=4)=CC=C4C=3C=CC=C4)=C3C(C=CC=C3)=CC=2)C2C=CC=CC=2)=CC=1.C(=O)([O-])[O-].[Cs+].[Cs+], predict the reaction product. The product is: [Cl:17][C:18]1[CH:34]=[CH:33][C:21]2[CH2:22][CH2:23][N:24]([C:27](=[O:32])[C:28]([F:29])([F:31])[F:30])[CH2:25][CH2:26][C:20]=2[C:19]=1[NH:14][CH2:13][C:12]1[CH:11]=[CH:10][C:9]([CH2:8][CH:2]2[CH2:3][CH2:4][CH2:5][CH2:6][CH2:7]2)=[CH:16][CH:15]=1. (9) The product is: [C:1]1([N:7]2[CH2:12][CH2:11][NH:10][CH2:9][CH2:8]2)[CH:6]=[CH:5][CH:4]=[CH:3][CH:2]=1. Given the reactants [C:1]1([N:7]2[CH2:12][CH2:11][N:10](C(OC(C)(C)C)=O)[CH2:9][CH2:8]2)[CH:6]=[CH:5][CH:4]=[CH:3][CH:2]=1.[OH-].[Na+], predict the reaction product. (10) Given the reactants [CH2:1]([C:5]1[C:12]([C:13]2[N:17]=[C:16]([C:18]3[CH:23]=[CH:22][C:21]([O:24][CH:25]([CH3:27])[CH3:26])=[C:20]([Cl:28])[CH:19]=3)[O:15][N:14]=2)=[CH:11][CH:10]=[CH:9][C:6]=1[C:7]#[N:8])[CH2:2][CH:3]=C.[O:29]=O.CSC.Cl, predict the reaction product. The product is: [NH2:8][CH2:7][C:6]1[CH:9]=[CH:10][CH:11]=[C:12]([C:13]2[N:17]=[C:16]([C:18]3[CH:23]=[CH:22][C:21]([O:24][CH:25]([CH3:27])[CH3:26])=[C:20]([Cl:28])[CH:19]=3)[O:15][N:14]=2)[C:5]=1[CH2:1][CH2:2][CH2:3][OH:29].